This data is from Cav3 T-type calcium channel HTS with 100,875 compounds. The task is: Binary Classification. Given a drug SMILES string, predict its activity (active/inactive) in a high-throughput screening assay against a specified biological target. (1) The drug is S1c2c(N(C(=O)CN3CCCCCC3)c3c1cccc3)cc(cc2)C(F)(F)F. The result is 1 (active). (2) The drug is S(c1n(Cc2occc2)c(nn1)c1ccncc1)CC(=O)Nc1c(cccc1C)C. The result is 0 (inactive). (3) The compound is O1C(CN(CC1C)CCOCCOc1c(OCC)cccc1)C. The result is 0 (inactive). (4) The drug is S(CC(=O)Nc1cc(ccc1)C)c1oc2c(n1)cccc2. The result is 1 (active). (5) The drug is N1(CCC(CC1)Cc1ccccc1)C(c1n(nnn1)C(CC)(C)C)c1ccncc1. The result is 1 (active). (6) The drug is Clc1ccc(C2=NOC3(CCN(CC3)c3c([N+]([O-])=O)cc(cc3)C(=O)NCc3ccc(OC)cc3)C2)cc1. The result is 0 (inactive). (7) The drug is Brc1oc(C(=O)N(C(C)C)Cc2onc(n2)c2cc(ccc2)C)cc1. The result is 1 (active). (8) The molecule is S(c1n(c(nn1)CNc1ccccc1)CC=C)CC(=O)NN\C=C1\C(=O)C=CC=C1. The result is 0 (inactive). (9) The molecule is [N+]1(=C2\CC(CC(N3CCN(CC3)c3ccccc3)=C2)(C)C)/CCCC1. The result is 0 (inactive). (10) The molecule is S1C(CN=C1Nc1c2c(ccc1)cccc2)C. The result is 0 (inactive).